From a dataset of Full USPTO retrosynthesis dataset with 1.9M reactions from patents (1976-2016). Predict the reactants needed to synthesize the given product. Given the product [CH3:19][O:20][CH2:21][CH2:22][NH:23][C:16](=[O:17])[CH2:6][N:8]1[CH2:9][CH2:10][NH:11][CH2:12][CH2:13]1, predict the reactants needed to synthesize it. The reactants are: C(O[C:6]([N:8]1[CH2:13][CH2:12][NH:11][CH2:10][CH2:9]1)=O)(C)(C)C.ClC[C:16](Cl)=[O:17].[CH3:19][O:20][CH2:21][CH2:22][NH2:23].